From a dataset of Microsomal clearance measurements from AstraZeneca. Regression/Classification. Given a drug SMILES string, predict its absorption, distribution, metabolism, or excretion properties. Task type varies by dataset: regression for continuous measurements (e.g., permeability, clearance, half-life) or binary classification for categorical outcomes (e.g., BBB penetration, CYP inhibition). For this dataset (clearance_microsome_az), we predict log10(clearance) (log10 of the in vitro intrinsic clearance, CLint, in uL/min per mg of human liver microsomal protein, equivalently mL/min/g; values are censored to the assay range of 3 to 150, which is 0.477 to 2.18 on this log10 scale). (1) The compound is CCOc1ccc2oc(C(=O)NC(CCSC)c3nc4ncccc4[nH]3)c(C)c2c1. The log10(clearance) is 2.18. (2) The molecule is Cc1ccc2nc(C[N+]34CCC(CC3)[C@@H](OC(=O)[C@](C)(c3ccccc3)N3CCCCC3)C4)oc2c1. The log10(clearance) is 2.18. (3) The compound is N#Cc1cc(Cl)ccc1O[C@H](CCN)c1ccccc1. The log10(clearance) is 0.480.